This data is from Catalyst prediction with 721,799 reactions and 888 catalyst types from USPTO. The task is: Predict which catalyst facilitates the given reaction. (1) Reactant: [CH2:1]([C:3]1[CH:4]=[N:5][C:6]([O:9][CH:10]2[CH2:15][CH2:14][CH:13]([C:16]([OH:18])=O)[CH2:12][CH2:11]2)=[N:7][CH:8]=1)[CH3:2].Cl.[CH3:20][S:21]([C:24]1[CH:29]=[CH:28][C:27]([CH2:30][NH2:31])=[CH:26][CH:25]=1)(=[O:23])=[O:22].C(Cl)CCl.C1C=CC2N(O)N=NC=2C=1.CCN(C(C)C)C(C)C. Product: [CH2:1]([C:3]1[CH:8]=[N:7][C:6]([O:9][CH:10]2[CH2:11][CH2:12][CH:13]([C:16]([NH:31][CH2:30][C:27]3[CH:26]=[CH:25][C:24]([S:21]([CH3:20])(=[O:23])=[O:22])=[CH:29][CH:28]=3)=[O:18])[CH2:14][CH2:15]2)=[N:5][CH:4]=1)[CH3:2]. The catalyst class is: 3. (2) Reactant: S([O-])([O-])=O.[Na+].[Na+].[F:7][C:8]1[CH:9]=[C:10]([S:15](Cl)(=[O:17])=[O:16])[CH:11]=[CH:12][C:13]=1[F:14].S(Cl)(Cl)(=O)=O.[OH-].[Na+].Cl. Product: [F:7][C:8]1[CH:9]=[C:10]([S:15]([OH:17])=[O:16])[CH:11]=[CH:12][C:13]=1[F:14]. The catalyst class is: 238. (3) Reactant: [C:1]1(=[O:7])[CH:5]=[CH:4][C:3](=[O:6])[CH2:2]1.[CH3:8][C:9]1[O:10][CH:11]=[CH:12][CH:13]=1. Product: [CH3:8][C:9]12[O:10][CH:11]([CH:12]=[CH:13]1)[CH:4]1[CH:5]2[C:1](=[O:7])[CH2:2][C:3]1=[O:6]. The catalyst class is: 5. (4) Reactant: [NH2:1][N:2]1[CH:6]=[CH:5][N:4]=[C:3]1[C:7]([O:9][CH2:10][CH3:11])=[O:8].CN(C=O)C.C(Cl)Cl.Cl[C:21]([O:23][CH2:24][CH3:25])=[O:22]. Product: [CH2:24]([O:23][C:21]([NH:1][N:2]1[CH:6]=[CH:5][N:4]=[C:3]1[C:7]([O:9][CH2:10][CH3:11])=[O:8])=[O:22])[CH3:25]. The catalyst class is: 17. (5) Reactant: C([N:4]1[C:12]2[C:11]([Cl:13])=[CH:10][CH:9]=[C:8]3[CH2:14][CH2:15][N:16]([C:18]([O:20][C:21]([CH3:24])([CH3:23])[CH3:22])=[O:19])[CH2:17][CH:6]([C:7]=23)[CH2:5]1)(=O)C.C1COCC1.[OH-].[Na+]. Product: [Cl:13][C:11]1[C:12]2[NH:4][CH2:5][CH:6]3[CH2:17][N:16]([C:18]([O:20][C:21]([CH3:24])([CH3:23])[CH3:22])=[O:19])[CH2:15][CH2:14][C:8]([C:7]=23)=[CH:9][CH:10]=1. The catalyst class is: 6. (6) Reactant: Cl[C:2]([O:4][CH3:5])=[O:3].[NH2:6][C:7]1[CH:12]=[CH:11][C:10]([C@@H:13]2[O:18][CH2:17][CH2:16][N:15]([C:19]3[N:24]([CH3:25])[C:23](=[O:26])[CH:22]=[C:21]([C:27]4[CH:32]=[CH:31][N:30]=[CH:29][C:28]=4[F:33])[N:20]=3)[CH2:14]2)=[CH:9][CH:8]=1.C(N(CC)CC)C. Product: [F:33][C:28]1[CH:29]=[N:30][CH:31]=[CH:32][C:27]=1[C:21]1[N:20]=[C:19]([N:15]2[CH2:16][CH2:17][O:18][C@@H:13]([C:10]3[CH:11]=[CH:12][C:7]([NH:6][C:2](=[O:3])[O:4][CH3:5])=[CH:8][CH:9]=3)[CH2:14]2)[N:24]([CH3:25])[C:23](=[O:26])[CH:22]=1. The catalyst class is: 7.